From a dataset of Peptide-MHC class I binding affinity with 185,985 pairs from IEDB/IMGT. Regression. Given a peptide amino acid sequence and an MHC pseudo amino acid sequence, predict their binding affinity value. This is MHC class I binding data. (1) The peptide sequence is LPVNVAFEL. The MHC is HLA-B54:01 with pseudo-sequence HLA-B54:01. The binding affinity (normalized) is 0.442. (2) The peptide sequence is KGIGGNQEI. The MHC is HLA-B27:05 with pseudo-sequence HLA-B27:05. The binding affinity (normalized) is 0. (3) The peptide sequence is VPRDRNGTF. The MHC is HLA-B58:01 with pseudo-sequence HLA-B58:01. The binding affinity (normalized) is 0.0847. (4) The peptide sequence is QLIRLLTWLF. The MHC is Mamu-B17 with pseudo-sequence Mamu-B17. The binding affinity (normalized) is 0.138. (5) The peptide sequence is PVNQFTGYLK. The binding affinity (normalized) is 0.286. The MHC is HLA-A68:01 with pseudo-sequence HLA-A68:01. (6) The peptide sequence is QTVEDEARR. The binding affinity (normalized) is 0. The MHC is HLA-B44:02 with pseudo-sequence HLA-B44:02. (7) The peptide sequence is KDVSYNDYF. The MHC is HLA-A24:02 with pseudo-sequence HLA-A24:02. The binding affinity (normalized) is 0.0175. (8) The peptide sequence is FPFKPAAAF. The MHC is Mamu-A2201 with pseudo-sequence Mamu-A2201. The binding affinity (normalized) is 1.00.